From a dataset of Reaction yield outcomes from USPTO patents with 853,638 reactions. Predict the reaction yield, written as a fraction of the theoretical maximum amount of product (1.0 means a 100% yield; for example, 0.34 means a 34% yield). (1) The reactants are [F:1][CH:2]([F:32])[C:3]1[N:7]([C:8]2[N:13]=[C:12]([N:14]3[CH2:19][CH2:18][O:17][CH2:16][CH2:15]3)[N:11]=[C:10]([CH:20]3[CH2:25][CH2:24][NH:23][CH2:22][CH2:21]3)[N:9]=2)[C:6]2[CH:26]=[CH:27][CH:28]=[C:29]([O:30][CH3:31])[C:5]=2[N:4]=1.CCN(C(C)C)C(C)C.Cl[CH2:43][CH2:44][S:45](Cl)(=[O:47])=[O:46].C(Cl)Cl.CCOC(C)=O. The catalyst is C(Cl)Cl. The product is [F:32][CH:2]([F:1])[C:3]1[N:7]([C:8]2[N:13]=[C:12]([N:14]3[CH2:15][CH2:16][O:17][CH2:18][CH2:19]3)[N:11]=[C:10]([CH:20]3[CH2:21][CH2:22][N:23]([S:45]([CH:44]=[CH2:43])(=[O:47])=[O:46])[CH2:24][CH2:25]3)[N:9]=2)[C:6]2[CH:26]=[CH:27][CH:28]=[C:29]([O:30][CH3:31])[C:5]=2[N:4]=1. The yield is 0.550. (2) The reactants are [F:1][C:2]1[CH:26]=[CH:25][CH:24]=[CH:23][C:3]=1[O:4][C:5]1[N:10]=[C:9]2[O:11][C:12]([C:14]3[CH:19]=[C:18]([CH3:20])[C:17]([OH:21])=[C:16]([CH3:22])[CH:15]=3)=[N:13][C:8]2=[CH:7][CH:6]=1.O[CH2:28][C:29]([CH3:41])([CH3:40])[C:30]([O:32][CH2:33][C:34]1[CH:39]=[CH:38][CH:37]=[CH:36][CH:35]=1)=[O:31]. No catalyst specified. The product is [F:1][C:2]1[CH:26]=[CH:25][CH:24]=[CH:23][C:3]=1[O:4][C:5]1[N:10]=[C:9]2[O:11][C:12]([C:14]3[CH:19]=[C:18]([CH3:20])[C:17]([O:21][CH2:28][C:29]([CH3:41])([CH3:40])[C:30]([O:32][CH2:33][C:34]4[CH:39]=[CH:38][CH:37]=[CH:36][CH:35]=4)=[O:31])=[C:16]([CH3:22])[CH:15]=3)=[N:13][C:8]2=[CH:7][CH:6]=1. The yield is 0.410. (3) The reactants are CC(C)([O-])C.[K+].[Br-].[O:8]1[CH2:12][CH2:11][O:10][CH:9]1[CH2:13][CH2:14][P+](C1C=CC=CC=1)(C1C=CC=CC=1)C1C=CC=CC=1.O=[C:35]1[CH2:38][N:37]([C:39]([O:41][CH2:42][C:43]2[CH:48]=[CH:47][CH:46]=[CH:45][CH:44]=2)=[O:40])[CH2:36]1. The catalyst is CCOCC. The product is [O:10]1[CH2:11][CH2:12][O:8][CH:9]1[CH2:13][CH:14]=[C:35]1[CH2:36][N:37]([C:39]([O:41][CH2:42][C:43]2[CH:48]=[CH:47][CH:46]=[CH:45][CH:44]=2)=[O:40])[CH2:38]1. The yield is 0.150. (4) The reactants are [CH3:1][C:2]1[CH:3]=[CH:4][C:5]([C@H:8]2[CH2:10][C@@H:9]2[CH2:11][OH:12])=[N:6][CH:7]=1.[H-].[Na+].[Br:15][C:16]1[C:17](Cl)=[N:18][C:19]([CH3:22])=[N:20][CH:21]=1.C(=O)(O)[O-].[Na+]. The catalyst is C1COCC1. The product is [Br:15][C:16]1[C:17]([O:12][CH2:11][C@H:9]2[CH2:10][C@@H:8]2[C:5]2[CH:4]=[CH:3][C:2]([CH3:1])=[CH:7][N:6]=2)=[N:18][C:19]([CH3:22])=[N:20][CH:21]=1. The yield is 0.845. (5) The catalyst is C(O)C.O. The product is [C:13]([C:12]1[CH:1]([C:2]2[CH:7]=[CH:6][CH:5]=[C:4]([O:8][CH3:9])[CH:3]=2)[C:25]2[C:24](=[C:23]([NH2:22])[C:28]([NH2:29])=[CH:27][CH:26]=2)[O:30][C:11]=1[NH2:15])#[N:14]. The yield is 0.880. The reactants are [CH:1](=O)[C:2]1[CH:7]=[CH:6][CH:5]=[C:4]([O:8][CH3:9])[CH:3]=1.[C:11](#[N:15])[CH2:12][C:13]#[N:14].N1CCCCC1.[NH2:22][C:23]1[C:28]([NH2:29])=[CH:27][CH:26]=[CH:25][C:24]=1[OH:30]. (6) The reactants are CO[C:3](=[O:14])[C:4]1[CH:9]=[CH:8][CH:7]=[C:6]([N+:10]([O-:12])=[O:11])[C:5]=1Cl.C([O-])([O-])=O.[Na+].[Na+].[CH2:21]([NH2:24])[CH2:22][NH2:23]. The catalyst is C(O)CCC. The product is [N+:10]([C:6]1[C:5]2[NH:23][CH2:22][CH2:21][NH:24][C:3](=[O:14])[C:4]=2[CH:9]=[CH:8][CH:7]=1)([O-:12])=[O:11]. The yield is 0.460. (7) The reactants are [Cl:1][C:2]1[CH:3]=[C:4]([CH:27]=[CH:28][C:29]=1[Cl:30])[CH2:5][NH:6][CH2:7][CH2:8][N:9]1[C:18]2[C:13]([C:14](=[O:20])[NH:15][C:16](=[O:19])[N:17]=2)=[N:12][C:11]2[CH:21]=[C:22]([CH3:26])[C:23]([CH3:25])=[CH:24][C:10]1=2.[C:31](O[C:31]([O:33][C:34]([CH3:37])([CH3:36])[CH3:35])=[O:32])([O:33][C:34]([CH3:37])([CH3:36])[CH3:35])=[O:32].C(N(CC)CC)C. The catalyst is CO. The product is [Cl:1][C:2]1[CH:3]=[C:4]([CH:27]=[CH:28][C:29]=1[Cl:30])[CH2:5][N:6]([CH2:7][CH2:8][N:9]1[C:18]2[C:13]([C:14](=[O:20])[NH:15][C:16](=[O:19])[N:17]=2)=[N:12][C:11]2[CH:21]=[C:22]([CH3:26])[C:23]([CH3:25])=[CH:24][C:10]1=2)[C:31](=[O:32])[O:33][C:34]([CH3:37])([CH3:36])[CH3:35]. The yield is 0.630. (8) The reactants are [CH2:1]([O:3][C:4]([C:6]1[O:7][C:8]2[C:14](F)=[C:13]([C:16]3[CH:21]=[CH:20][CH:19]=[CH:18][CH:17]=3)[C:12]([CH3:22])=[C:11]([C:23]#[N:24])[C:9]=2[N:10]=1)=[O:5])[CH3:2].C(N(CC)CC)C.[CH3:32][N:33]([CH3:39])[C@H:34]1[CH2:38][CH2:37][NH:36][CH2:35]1.C(OCC)(=O)C. The catalyst is CS(C)=O.[Cl-].[Na+].O. The product is [CH2:1]([O:3][C:4]([C:6]1[O:7][C:8]2[C:14]([N:36]3[CH2:37][CH2:38][C@H:34]([N:33]([CH3:39])[CH3:32])[CH2:35]3)=[C:13]([C:16]3[CH:21]=[CH:20][CH:19]=[CH:18][CH:17]=3)[C:12]([CH3:22])=[C:11]([C:23]#[N:24])[C:9]=2[N:10]=1)=[O:5])[CH3:2]. The yield is 0.0700.